Dataset: Forward reaction prediction with 1.9M reactions from USPTO patents (1976-2016). Task: Predict the product of the given reaction. (1) Given the reactants Br[C:2]1[CH:3]=[C:4]([C:15]#[N:16])[CH:5]=[C:6]2[C:10]=1[NH:9][C:8]([C:11]([NH2:13])=[O:12])=[C:7]2[CH3:14].[F:17][C:18]1[CH:23]=[CH:22][C:21](B(O)O)=[CH:20][CH:19]=1, predict the reaction product. The product is: [C:15]([C:4]1[CH:5]=[C:6]2[C:10](=[C:2]([C:21]3[CH:22]=[CH:23][C:18]([F:17])=[CH:19][CH:20]=3)[CH:3]=1)[NH:9][C:8]([C:11]([NH2:13])=[O:12])=[C:7]2[CH3:14])#[N:16]. (2) Given the reactants [Br:1][C:2]1[CH:9]=[CH:8][C:5]([NH:6][CH3:7])=[C:4]([N+:10]([O-:12])=[O:11])[C:3]=1F.[CH2:14]([SH:16])[CH3:15], predict the reaction product. The product is: [Br:1][C:2]1[CH:9]=[CH:8][C:5]([NH:6][CH3:7])=[C:4]([N+:10]([O-:12])=[O:11])[C:3]=1[S:16][CH2:14][CH3:15]. (3) Given the reactants [CH3:1][N:2]1[CH2:7][C:6]([C:8]([O:10]C)=[O:9])=[CH:5][CH2:4][CH2:3]1.[ClH:12].Cl, predict the reaction product. The product is: [CH3:1][NH+:2]1[CH2:7][C:6]([C:8]([OH:10])=[O:9])=[CH:5][CH2:4][CH2:3]1.[Cl-:12]. (4) The product is: [CH2:1]([O:3][C:4](=[O:20])[C:5]([C:8]1[CH:9]=[N:10][C:11]([NH2:17])=[C:12]([O:14][CH2:15][CH3:16])[CH:13]=1)([OH:7])[CH3:6])[CH3:2]. Given the reactants [CH2:1]([O:3][C:4](=[O:20])[C:5]([C:8]1[CH:9]=[N:10][C:11]([N+:17]([O-])=O)=[C:12]([O:14][CH2:15][CH3:16])[CH:13]=1)([OH:7])[CH3:6])[CH3:2].C([O-])=O.[NH4+].C1COCC1.CO, predict the reaction product.